From a dataset of Catalyst prediction with 721,799 reactions and 888 catalyst types from USPTO. Predict which catalyst facilitates the given reaction. (1) Reactant: [C:1]([O:5][C:6]([NH:8][CH2:9][C@H:10]1[CH2:15][CH2:14][C@H:13]([C:16]([NH:18][C@H:19]([C:39]([OH:41])=O)[CH2:20][C:21]2[CH:26]=[CH:25][CH:24]=[C:23]([C:27]3[CH:28]=[N:29][C:30]([N:33]4[CH2:38][CH2:37][O:36][CH2:35][CH2:34]4)=[N:31][CH:32]=3)[CH:22]=2)=[O:17])[CH2:12][CH2:11]1)=[O:7])([CH3:4])([CH3:3])[CH3:2].[NH2:42][C:43]1[CH:48]=[CH:47][C:46]([C:49]2[N:53]=[C:52]([C:54]([F:62])([F:61])[C:55]([F:60])([F:59])[C:56]([OH:58])=[O:57])[NH:51][N:50]=2)=[CH:45][CH:44]=1.C(N(CC)C(C)C)(C)C.C(P1(=O)OP(=O)(CCC)OP(=O)(CCC)O1)CC. Product: [C:1]([O:5][C:6]([NH:8][CH2:9][C@H:10]1[CH2:15][CH2:14][C@H:13]([C:16]([NH:18][C@H:19]([C:39]([NH:42][C:43]2[CH:44]=[CH:45][C:46]([C:49]3[N:53]=[C:52]([C:54]([F:62])([F:61])[C:55]([F:60])([F:59])[C:56]([OH:58])=[O:57])[NH:51][N:50]=3)=[CH:47][CH:48]=2)=[O:41])[CH2:20][C:21]2[CH:26]=[CH:25][CH:24]=[C:23]([C:27]3[CH:28]=[N:29][C:30]([N:33]4[CH2:34][CH2:35][O:36][CH2:37][CH2:38]4)=[N:31][CH:32]=3)[CH:22]=2)=[O:17])[CH2:12][CH2:11]1)=[O:7])([CH3:2])([CH3:3])[CH3:4]. The catalyst class is: 84. (2) Reactant: [CH3:1][O:2][C:3]1[CH:4]=[C:5]([CH:14]=[CH:15][C:16]=1[O:17][CH3:18])[C:6]([CH2:8][C:9](OCC)=[O:10])=O.[CH3:19][NH:20][NH2:21]. Product: [CH3:1][O:2][C:3]1[CH:4]=[C:5]([C:6]2[CH2:8][C:9](=[O:10])[N:20]([CH3:19])[N:21]=2)[CH:14]=[CH:15][C:16]=1[O:17][CH3:18]. The catalyst class is: 8. (3) Reactant: [NH2:1][C:2]1[N:7]=[C:6]([N:8]2[CH2:29][CH2:28][C:11]3([CH2:15][N:14]([C:16]([O:18][C:19]([CH3:22])([CH3:21])[CH3:20])=[O:17])[C@H:13]([C:23]([O:25][CH2:26][CH3:27])=[O:24])[CH2:12]3)[CH2:10][CH2:9]2)[CH:5]=[C:4]([O:30][C@H:31]([C:36]2[CH:41]=[CH:40][C:39](/[CH:42]=[CH:43]/[CH3:44])=[CH:38][C:37]=2[C:45]2[CH:50]=[CH:49][CH:48]=[C:47]([S:51]([CH3:54])(=[O:53])=[O:52])[CH:46]=2)[C:32]([F:35])([F:34])[F:33])[N:3]=1. Product: [NH2:1][C:2]1[N:7]=[C:6]([N:8]2[CH2:9][CH2:10][C:11]3([CH2:15][N:14]([C:16]([O:18][C:19]([CH3:20])([CH3:21])[CH3:22])=[O:17])[C@H:13]([C:23]([O:25][CH2:26][CH3:27])=[O:24])[CH2:12]3)[CH2:28][CH2:29]2)[CH:5]=[C:4]([O:30][C@H:31]([C:36]2[CH:41]=[CH:40][C:39]([CH2:42][CH2:43][CH3:44])=[CH:38][C:37]=2[C:45]2[CH:50]=[CH:49][CH:48]=[C:47]([S:51]([CH3:54])(=[O:53])=[O:52])[CH:46]=2)[C:32]([F:35])([F:33])[F:34])[N:3]=1. The catalyst class is: 50. (4) Reactant: [NH2:1][C:2]1[CH:10]=[CH:9][C:5]([C:6]([OH:8])=[O:7])=[CH:4][CH:3]=1.CCN(CC)CC.[C:18](O[C:18]([O:20][C:21]([CH3:24])([CH3:23])[CH3:22])=[O:19])([O:20][C:21]([CH3:24])([CH3:23])[CH3:22])=[O:19]. Product: [C:21]([O:20][C:18]([NH:1][C:2]1[CH:10]=[CH:9][C:5]([C:6]([OH:8])=[O:7])=[CH:4][CH:3]=1)=[O:19])([CH3:24])([CH3:23])[CH3:22]. The catalyst class is: 38. (5) Reactant: Cl[C:2]1[C:11]2[C:6](=[CH:7][C:8]([O:14][CH2:15][CH2:16][CH2:17][N:18]3[CH2:23][CH2:22][O:21][CH2:20][CH2:19]3)=[C:9]([O:12][CH3:13])[CH:10]=2)[N:5]=[CH:4][N:3]=1.[CH2:24]1[O:33][C:32]2[C:26](=[C:27]([CH:29]=[CH:30][CH:31]=2)[NH2:28])[O:25]1.CC(O)CCC.Cl. Product: [CH3:13][O:12][C:9]1[CH:10]=[C:11]2[C:6](=[CH:7][C:8]=1[O:14][CH2:15][CH2:16][CH2:17][N:18]1[CH2:23][CH2:22][O:21][CH2:20][CH2:19]1)[N:5]=[CH:4][N:3]=[C:2]2[NH:28][C:27]1[CH:29]=[CH:30][CH:31]=[C:32]2[O:33][CH2:24][O:25][C:26]=12. The catalyst class is: 32.